From a dataset of Reaction yield outcomes from USPTO patents with 853,638 reactions. Predict the reaction yield, written as a fraction of the theoretical maximum amount of product (1.0 means a 100% yield; for example, 0.34 means a 34% yield). (1) The reactants are [CH2:1]([OH:4])[CH2:2][OH:3].C[Si]([N-][Si](C)(C)C)(C)C.[Na+].[Cl:15][C:16]1[N:21]=[C:20](S(C)(=O)=O)[CH:19]=[CH:18][N:17]=1. The catalyst is O1CCCC1. The product is [Cl:15][C:16]1[N:21]=[C:20]([O:3][CH2:2][CH2:1][OH:4])[CH:19]=[CH:18][N:17]=1. The yield is 0.610. (2) The product is [NH2:8][C:9]1[CH:14]=[CH:13][C:12]([C:15]2[S:16][CH:17]=[CH:18][CH:19]=2)=[CH:11][C:10]=1[NH:20][C:21]([C:23]1[CH:24]=[C:25]([C:29]2[C:30]([C:35]([NH:42][OH:43])=[O:44])=[CH:31][CH:32]=[CH:33][CH:34]=2)[CH:26]=[CH:27][CH:28]=1)=[O:40]. The catalyst is CO.C1COCC1.C([O-])(O)=O.[Na+]. The yield is 0.210. The reactants are C(OC([NH:8][C:9]1[CH:14]=[CH:13][C:12]([C:15]2[S:16][CH:17]=[CH:18][CH:19]=2)=[CH:11][C:10]=1[NH:20][C:21]([C:23]1[CH:24]=[C:25]([C:29]2[C:30]([C:35](OCC)=O)=[CH:31][CH:32]=[CH:33][CH:34]=2)[CH:26]=[CH:27][CH:28]=1)=O)=O)(C)(C)C.[OH-:40].[K+].[NH2:42][OH:43].[OH2:44]. (3) The reactants are C(O)(C(F)(F)F)=O.C(OC(=O)[NH:14][C:15]1[CH:20]=[N:19][C:18]([O:21][CH2:22][CH:23]2[CH2:25][CH2:24]2)=[C:17]([C:26]2[CH:31]=[CH:30][C:29]([Cl:32])=[CH:28][CH:27]=2)[N:16]=1)(C)(C)C. No catalyst specified. The product is [Cl:32][C:29]1[CH:28]=[CH:27][C:26]([C:17]2[N:16]=[C:15]([NH2:14])[CH:20]=[N:19][C:18]=2[O:21][CH:22]2[CH2:23][CH2:25][CH2:24]2)=[CH:31][CH:30]=1. The yield is 0.130. (4) The reactants are [C:1]([O:5][C:6]([NH:8][CH:9]([CH3:13])[C:10]([OH:12])=O)=[O:7])([CH3:4])([CH3:3])[CH3:2].C1C=CC2N(O)N=NC=2C=1.CN1C(=O)CCC1.CCN=C=NCCCN(C)C.[NH:42]1[CH2:47][CH2:46][S:45][CH2:44][CH2:43]1. The catalyst is C(Cl)Cl. The product is [C:1]([O:5][C:6](=[O:7])[NH:8][CH:9]([CH3:13])[C:10](=[O:12])[N:42]1[CH2:47][CH2:46][S:45][CH2:44][CH2:43]1)([CH3:2])([CH3:3])[CH3:4]. The yield is 0.980. (5) The reactants are [Cl:1][C:2]1[CH:28]=[CH:27][C:5]2[N:6]3[C:10]([CH2:11][NH:12][CH2:13][C:4]=2[CH:3]=1)=[N:9][N:8]=[C:7]3[C@H:14]1[CH2:19][CH2:18][C@H:17]([C:20]2[C:25]([F:26])=[CH:24][CH:23]=[CH:22][N:21]=2)[CH2:16][CH2:15]1.C(=O)([O-])[O-].[Cs+].[Cs+].[CH3:35][O:36][CH2:37][CH2:38]Br. The catalyst is C(#N)C. The product is [Cl:1][C:2]1[CH:28]=[CH:27][C:5]2[N:6]3[C:10]([CH2:11][N:12]([CH2:38][CH2:37][O:36][CH3:35])[CH2:13][C:4]=2[CH:3]=1)=[N:9][N:8]=[C:7]3[C@H:14]1[CH2:19][CH2:18][C@H:17]([C:20]2[C:25]([F:26])=[CH:24][CH:23]=[CH:22][N:21]=2)[CH2:16][CH2:15]1. The yield is 0.230.